From a dataset of Reaction yield outcomes from USPTO patents with 853,638 reactions. Predict the reaction yield, written as a fraction of the theoretical maximum amount of product (1.0 means a 100% yield; for example, 0.34 means a 34% yield). The reactants are [Cl:1][C:2]1[C:6]([CH2:7][N:8]([S:10]([C:13]2[CH:18]=[CH:17][C:16]([Cl:19])=[C:15]([N+:20]([O-])=O)[CH:14]=2)(=[O:12])=[O:11])[CH3:9])=[CH:5][S:4][C:3]=1[C:23]([N:25]1[C:30]2[CH:31]=[CH:32][CH:33]=[CH:34][C:29]=2[O:28][CH2:27][CH2:26]1)=[O:24].[OH-].[Na+]. The catalyst is C(O)(=O)C.O.[Zn]. The product is [NH2:20][C:15]1[CH:14]=[C:13]([S:10]([N:8]([CH2:7][C:6]2[C:2]([Cl:1])=[C:3]([C:23]([N:25]3[C:30]4[CH:31]=[CH:32][CH:33]=[CH:34][C:29]=4[O:28][CH2:27][CH2:26]3)=[O:24])[S:4][CH:5]=2)[CH3:9])(=[O:11])=[O:12])[CH:18]=[CH:17][C:16]=1[Cl:19]. The yield is 0.540.